Task: Predict the product of the given reaction.. Dataset: Forward reaction prediction with 1.9M reactions from USPTO patents (1976-2016) (1) Given the reactants [CH3:1][S:2][C:3]1[N:8]=[C:7]([O:9][C:10]2[CH:15]=[CH:14][CH:13]=[CH:12][C:11]=2[CH3:16])[C:6](C(O)=O)=[CH:5][N:4]=1.C([N:22]([CH2:25]C)CC)C.[C:27]([OH:31])([CH3:30])([CH3:29])[CH3:28].C1(P(N=[N+]=[N-])(C2C=CC=CC=2)=[O:39])C=CC=CC=1, predict the reaction product. The product is: [C:27]([O:31][C:25](=[O:39])[NH:22][C:6]1[C:7]([O:9][C:10]2[CH:15]=[CH:14][CH:13]=[CH:12][C:11]=2[CH3:16])=[N:8][C:3]([S:2][CH3:1])=[N:4][CH:5]=1)([CH3:30])([CH3:29])[CH3:28]. (2) The product is: [F:24][C:23]1[CH:22]=[CH:21][C:4]([O:5][C:6]2[N:11]=[C:10]3[S:12][C:13]([NH:15][C:16]([CH:18]4[CH2:20][CH2:19]4)=[O:17])=[N:14][C:9]3=[CH:8][CH:7]=2)=[CH:3][C:2]=1[NH:1][C:26](=[O:27])[NH:25][C:28]1[CH:33]=[CH:32][CH:31]=[C:30]([C:34]([F:35])([F:37])[F:36])[CH:29]=1. Given the reactants [NH2:1][C:2]1[CH:3]=[C:4]([CH:21]=[CH:22][C:23]=1[F:24])[O:5][C:6]1[N:11]=[C:10]2[S:12][C:13]([NH:15][C:16]([CH:18]3[CH2:20][CH2:19]3)=[O:17])=[N:14][C:9]2=[CH:8][CH:7]=1.[N:25]([C:28]1[CH:33]=[CH:32][CH:31]=[C:30]([C:34]([F:37])([F:36])[F:35])[CH:29]=1)=[C:26]=[O:27], predict the reaction product. (3) Given the reactants [CH2:1]([N:8]1[CH:16]=[C:15]2[C:10]([CH:11]=[C:12]([C:17]3[CH:18]=[C:19]([CH:27]4[CH2:31][CH2:30][N:29]([C:32](=[O:35])[CH2:33]Cl)[CH2:28]4)[N:20]4[C:25]=3[C:24]([NH2:26])=[N:23][CH:22]=[N:21]4)[CH:13]=[CH:14]2)=[N:9]1)[C:2]1[CH:7]=[CH:6][CH:5]=[CH:4][CH:3]=1.[CH3:36][N:37]1[CH2:42][CH2:41][NH:40][CH2:39][CH2:38]1, predict the reaction product. The product is: [CH2:1]([N:8]1[CH:16]=[C:15]2[C:10]([CH:11]=[C:12]([C:17]3[CH:18]=[C:19]([CH:27]4[CH2:31][CH2:30][N:29]([C:32](=[O:35])[CH2:33][N:40]5[CH2:41][CH2:42][N:37]([CH3:36])[CH2:38][CH2:39]5)[CH2:28]4)[N:20]4[C:25]=3[C:24]([NH2:26])=[N:23][CH:22]=[N:21]4)[CH:13]=[CH:14]2)=[N:9]1)[C:2]1[CH:7]=[CH:6][CH:5]=[CH:4][CH:3]=1. (4) Given the reactants [CH3:1][C:2]1[N:7]=[CH:6][C:5]([C:8](=[O:10])[CH3:9])=[CH:4][CH:3]=1.[CH2:11]([O:13][C:14](=[O:20])[C:15](OCC)=[O:16])[CH3:12].C[Si]([N-][Si](C)(C)C)(C)C.[Li+], predict the reaction product. The product is: [CH3:1][C:2]1[N:7]=[CH:6][C:5]([C:8](=[O:10])[CH2:9][C:15](=[O:16])[C:14]([O:13][CH2:11][CH3:12])=[O:20])=[CH:4][CH:3]=1. (5) Given the reactants [CH:1]1[C:13]2[NH:12][C:11]3[C:6](=[CH:7][CH:8]=[CH:9][CH:10]=3)[C:5]=2[CH:4]=[C:3]([C:14]2[CH:15]=[C:16]3[C:24](=[CH:25][CH:26]=2)[N:23]([C:27]2[CH:32]=[CH:31][CH:30]=[CH:29][CH:28]=2)[C:22]2[CH:21]=[C:20]4[C:33]([CH3:41])([CH3:40])[C:34]5[C:39]([C:19]4=[CH:18][C:17]3=2)=[CH:38][CH:37]=[CH:36][CH:35]=5)[CH:2]=1.Br[C:43]1[CH:44]=[C:45]([C:49]2[N:54]=[C:53]([C:55]3[CH:60]=[CH:59][CH:58]=[CH:57][CH:56]=3)[CH:52]=[C:51]([C:61]3[CH:66]=[CH:65][CH:64]=[CH:63][CH:62]=3)[N:50]=2)[CH:46]=[CH:47][CH:48]=1.CC([O-])(C)C.[Na+].C(P(C(C)(C)C)C(C)(C)C)(C)(C)C, predict the reaction product. The product is: [C:61]1([C:51]2[CH:52]=[C:53]([C:55]3[CH:60]=[CH:59][CH:58]=[CH:57][CH:56]=3)[N:54]=[C:49]([C:45]3[CH:46]=[C:47]([N:12]4[C:13]5[CH:1]=[CH:2][C:3]([C:14]6[CH:15]=[C:16]7[C:24](=[CH:25][CH:26]=6)[N:23]([C:27]6[CH:32]=[CH:31][CH:30]=[CH:29][CH:28]=6)[C:22]6[CH:21]=[C:20]8[C:33]([CH3:41])([CH3:40])[C:34]9[C:39]([C:19]8=[CH:18][C:17]7=6)=[CH:38][CH:37]=[CH:36][CH:35]=9)=[CH:4][C:5]=5[C:6]5[C:11]4=[CH:10][CH:9]=[CH:8][CH:7]=5)[CH:48]=[CH:43][CH:44]=3)[N:50]=2)[CH:66]=[CH:65][CH:64]=[CH:63][CH:62]=1. (6) Given the reactants [CH2:1]([O:3][C:4]([C:6]1[NH:7][C:8]2[C:13]([C:14]=1[CH2:15][CH2:16][CH2:17][NH:18][C:19]([O:21][C:22]([CH3:25])([CH3:24])[CH3:23])=[O:20])=[CH:12][C:11]([NH2:26])=[CH:10][CH:9]=2)=[O:5])[CH3:2].[C:27](O[C:27](=[O:34])[C:28]1[CH:33]=[CH:32][CH:31]=[CH:30][CH:29]=1)(=[O:34])[C:28]1[CH:33]=[CH:32][CH:31]=[CH:30][CH:29]=1, predict the reaction product. The product is: [CH2:1]([O:3][C:4]([C:6]1[NH:7][C:8]2[C:13]([C:14]=1[CH2:15][CH2:16][CH2:17][NH:18][C:19]([O:21][C:22]([CH3:25])([CH3:24])[CH3:23])=[O:20])=[CH:12][C:11]([NH:26][C:27](=[O:34])[C:28]1[CH:33]=[CH:32][CH:31]=[CH:30][CH:29]=1)=[CH:10][CH:9]=2)=[O:5])[CH3:2]. (7) Given the reactants I[C:2]1[CH:3]=[C:4]([C:8]([F:11])([F:10])[F:9])[CH:5]=[CH:6][CH:7]=1.C(N(CC)CC)C.[CH2:19]([C:21]1[N:22]([CH2:34][C:35]#[CH:36])[C:23]2[C:32]3[CH:31]=[CH:30][CH:29]=[CH:28][C:27]=3[N:26]=[CH:25][C:24]=2[N:33]=1)[CH3:20], predict the reaction product. The product is: [CH2:19]([C:21]1[N:22]([CH2:34][C:35]#[C:36][C:2]2[CH:7]=[CH:6][CH:5]=[C:4]([C:8]([F:11])([F:10])[F:9])[CH:3]=2)[C:23]2[C:32]3[CH:31]=[CH:30][CH:29]=[CH:28][C:27]=3[N:26]=[CH:25][C:24]=2[N:33]=1)[CH3:20]. (8) The product is: [CH:22]1([C:25]2[C:26]([O:35][CH3:36])=[C:27]([CH:28]([OH:29])[C:2]#[C:1][C:3]3[CH:8]=[CH:7][C:6]([O:9][CH2:10][C:11]4[CH:16]=[CH:15][CH:14]=[CH:13][CH:12]=4)=[CH:5][CH:4]=3)[CH:30]=[CH:31][C:32]=2[O:33][CH3:34])[CH2:23][CH2:24]1. Given the reactants [C:1]([C:3]1[CH:8]=[CH:7][C:6]([O:9][CH2:10][C:11]2[CH:16]=[CH:15][CH:14]=[CH:13][CH:12]=2)=[CH:5][CH:4]=1)#[CH:2].[Li]CCCC.[CH:22]1([C:25]2[C:26]([O:35][CH3:36])=[C:27]([CH:30]=[CH:31][C:32]=2[O:33][CH3:34])[CH:28]=[O:29])[CH2:24][CH2:23]1, predict the reaction product. (9) Given the reactants [F:1][C:2]([F:11])([C:5]1[CH:10]=[CH:9][CH:8]=[CH:7][CH:6]=1)[CH2:3][OH:4].[Cl:12][C:13]1[C:18]([C:19]([F:22])([F:21])[F:20])=[C:17](Cl)[CH:16]=[CH:15][N:14]=1, predict the reaction product. The product is: [Cl:12][C:13]1[C:18]([C:19]([F:20])([F:21])[F:22])=[C:17]([O:4][CH2:3][C:2]([F:11])([F:1])[C:5]2[CH:6]=[CH:7][CH:8]=[CH:9][CH:10]=2)[CH:16]=[CH:15][N:14]=1.